From a dataset of Catalyst prediction with 721,799 reactions and 888 catalyst types from USPTO. Predict which catalyst facilitates the given reaction. Reactant: OS([O-])=O.[Na+].[OH-:6].[Na+].[CH3:8][N:9]1[C@@H:25]2[CH2:26][C:14]3[CH:15]=[CH:16][C:17]([OH:29])=[C:18]4[O:19][C@H:20]5[C:21]([O:27]C)=[CH:22][CH:23]=[C:24]2[C@:12]5([C:13]=34)[CH2:11][CH2:10]1.[OH-].[NH4+]. Product: [CH3:8][N:9]1[C@@H:25]2[CH2:26][C:14]3=[CH:15][CH:16]=[C:17]([OH:29])[C:18]4[O:19][C@H:20]5[C:21]([CH2:22][CH2:23][C@:24]2([OH:6])[C@:12]5([C:13]=43)[CH2:11][CH2:10]1)=[O:27]. The catalyst class is: 52.